Dataset: Forward reaction prediction with 1.9M reactions from USPTO patents (1976-2016). Task: Predict the product of the given reaction. (1) Given the reactants [Cl:1][C:2]1[N:7]=[CH:6][N:5]=[C:4]([NH:8][CH3:9])[C:3]=1[NH2:10].[CH2:11]([N:13]1[CH:17]=[C:16]([CH:18]=O)[CH:15]=[N:14]1)[CH3:12], predict the reaction product. The product is: [Cl:1][C:2]1[N:7]=[CH:6][N:5]=[C:4]2[C:3]=1[N:10]=[C:18]([C:16]1[CH:15]=[N:14][N:13]([CH2:11][CH3:12])[CH:17]=1)[N:8]2[CH3:9]. (2) Given the reactants C[O:2][C:3]([C@@H:5]1[CH2:9][C:8](=[CH2:10])[CH2:7][C@H:6]1[C:11](=[O:20])[NH:12][C:13]1[CH:18]=[CH:17][C:16]([Cl:19])=[CH:15][CH:14]=1)=[O:4], predict the reaction product. The product is: [Cl:19][C:16]1[CH:15]=[CH:14][C:13]([NH:12][C:11]([C@@H:6]2[CH2:7][C:8](=[CH2:10])[CH2:9][C@H:5]2[C:3]([OH:4])=[O:2])=[O:20])=[CH:18][CH:17]=1. (3) Given the reactants [CH:1]([C:3]1[CH:11]=[C:7]([C:8]([OH:10])=[O:9])[C:6]([OH:12])=[CH:5][CH:4]=1)=O.C([O-])=O.[Na+].S(O)(O)(=O)=O.[NH2:22]O, predict the reaction product. The product is: [C:1]([C:3]1[CH:4]=[CH:5][C:6]([OH:12])=[C:7]([CH:11]=1)[C:8]([OH:10])=[O:9])#[N:22]. (4) Given the reactants [Mg+2:1].[Br-:2].[Br-].[CH3:4][O:5][CH2:6][C:7]([O:9][CH3:10])=[O:8], predict the reaction product. The product is: [Mg+2:1].[Br-:2].[Br-:2].[CH3:4][O:5][CH2:6][C:7]([O:9][CH3:10])=[O:8]. (5) The product is: [Cl:1][C:2]1[CH:3]=[CH:4][C:5]([C:6]([NH:8][C:9]2[CH:13]=[CH:12][N:11]([CH2:14][C:15]([N:30]3[CH2:29][CH2:28][N:27]([CH:24]4[CH2:25][CH2:26][N:21]([CH3:20])[CH2:22][CH2:23]4)[CH2:32][CH2:31]3)=[O:17])[N:10]=2)=[O:7])=[CH:18][CH:19]=1. Given the reactants [Cl:1][C:2]1[CH:19]=[CH:18][C:5]([C:6]([NH:8][C:9]2[CH:13]=[CH:12][N:11]([CH2:14][C:15]([OH:17])=O)[N:10]=2)=[O:7])=[CH:4][CH:3]=1.[CH3:20][N:21]1[CH2:26][CH2:25][CH:24]([N:27]2[CH2:32][CH2:31][NH:30][CH2:29][CH2:28]2)[CH2:23][CH2:22]1, predict the reaction product. (6) Given the reactants [F:1][C:2]([F:20])([F:19])[C:3]1[CH:18]=[CH:17][C:6]([S:7][CH2:8][C:9]2[O:13][N:12]=[C:11]([C:14]([OH:16])=O)[CH:10]=2)=[CH:5][CH:4]=1.C(N(CC)CC)C.Cl.C(N=C=NCCCN(C)C)C.ON1C2C=CC=CC=2N=N1.[O:50]1[CH2:54][CH2:53][CH:52]([CH2:55][NH2:56])[CH2:51]1, predict the reaction product. The product is: [O:50]1[CH2:54][CH2:53][CH:52]([CH2:55][NH:56][C:14]([C:11]2[CH:10]=[C:9]([CH2:8][S:7][C:6]3[CH:5]=[CH:4][C:3]([C:2]([F:1])([F:20])[F:19])=[CH:18][CH:17]=3)[O:13][N:12]=2)=[O:16])[CH2:51]1. (7) The product is: [NH:2]1[C:10]2[C:5](=[CH:6][C:7]([NH:11][C:12]3[C:21]4[C:16](=[CH:17][CH:18]=[C:19]([O:22][CH2:23][CH2:24][N:25]5[CH2:29][CH2:28][CH2:27][C:26]5=[O:30])[CH:20]=4)[N:15]=[C:14]([C:31]4[CH:32]=[C:33]([NH:37][C:38](=[O:42])[CH2:39][CH2:40][CH3:41])[CH:34]=[CH:35][CH:36]=4)[N:13]=3)=[CH:8][CH:9]=2)[CH:4]=[N:3]1. Given the reactants Cl.[NH:2]1[C:10]2[C:5](=[CH:6][C:7]([NH:11][C:12]3[C:21]4[C:16](=[CH:17][CH:18]=[C:19]([O:22][CH2:23][CH2:24][N:25]5[CH2:29][CH2:28][CH2:27][C:26]5=[O:30])[CH:20]=4)[N:15]=[C:14]([C:31]4[CH:32]=[C:33]([NH:37][C:38](=[O:42])[CH2:39][CH2:40][CH3:41])[CH:34]=[CH:35][CH:36]=4)[N:13]=3)=[CH:8][CH:9]=2)[CH:4]=[N:3]1, predict the reaction product.